This data is from HIV replication inhibition screening data with 41,000+ compounds from the AIDS Antiviral Screen. The task is: Binary Classification. Given a drug SMILES string, predict its activity (active/inactive) in a high-throughput screening assay against a specified biological target. (1) The compound is O=c1c2ncn(C3CC(O)C(O)C(CO)O3)c2ncn1C1CC(O)C(O)C(CO)O1. The result is 0 (inactive). (2) The drug is Nc1cc(Cl)ccc1SSc1ccc(Cl)cc1N. The result is 0 (inactive). (3) The drug is CCC[n+]1nc(Nc2ccccc2[N+](=O)[O-])c2ccccc2n1. The result is 0 (inactive). (4) The drug is CCCc1nn(C)c(CCC(=O)N(Cc2ccccc2)Cc2ccccc2)c1CC. The result is 0 (inactive). (5) The compound is O=C1c2cccc3cccc(c23)C(=O)N1CCCCCCCCN1C(=O)c2cccc3cccc(c23)C1=O. The result is 0 (inactive). (6) The molecule is CC1(C)NC(=O)C(NC(=O)C(CC(=O)OCc2ccccc2)NC(=O)OCc2ccccc2)CCCCNC(=O)CCNC1=O. The result is 0 (inactive).